This data is from Forward reaction prediction with 1.9M reactions from USPTO patents (1976-2016). The task is: Predict the product of the given reaction. (1) Given the reactants [P:1]([O:27]CC=C)([O:23]CC=C)([O:3][CH2:4][C@@H:5]1[C@@H:9]([OH:10])[C@@H:8]([OH:11])[C@H:7]([N:12]2[CH:17]=[C:16]([F:18])[N:15]=[C:14]([C:19]([NH2:21])=[O:20])[C:13]2=[O:22])[O:6]1)=[O:2].C1(P(C2C=CC=CC=2)C2C=CC=CC=2)C=CC=CC=1.C(O)=O.C(N)CCC, predict the reaction product. The product is: [CH2:7]([NH2:12])[CH2:8][CH2:9][CH3:5].[P:1]([OH:27])([OH:23])([O:3][CH2:4][C@@H:5]1[C@@H:9]([OH:10])[C@@H:8]([OH:11])[C@H:7]([N:12]2[CH:17]=[C:16]([F:18])[N:15]=[C:14]([C:19]([NH2:21])=[O:20])[C:13]2=[O:22])[O:6]1)=[O:2]. (2) Given the reactants CC(C)([O-])C.[K+].[CH3:7][O:8][C:9]1[CH:14]=[CH:13][C:12]([C:15]2[C:23]3[C:22]([NH:24][C@H:25]4[CH2:30][CH2:29][CH2:28][C@H:27]([OH:31])[CH2:26]4)=[N:21][CH:20]=[N:19][C:18]=3[O:17][C:16]=2[C:32]2[CH:37]=[CH:36][CH:35]=[CH:34][CH:33]=2)=[CH:11][CH:10]=1.[C:38](#[N:41])[CH:39]=[CH2:40], predict the reaction product. The product is: [CH3:7][O:8][C:9]1[CH:10]=[CH:11][C:12]([C:15]2[C:23]3[C:22]([NH:24][C@H:25]4[CH2:30][CH2:29][CH2:28][C@H:27]([O:31][CH2:40][CH2:39][C:38]#[N:41])[CH2:26]4)=[N:21][CH:20]=[N:19][C:18]=3[O:17][C:16]=2[C:32]2[CH:33]=[CH:34][CH:35]=[CH:36][CH:37]=2)=[CH:13][CH:14]=1. (3) Given the reactants C1COCC1.[F-:6].C([N+](CCCC)(CCCC)CCCC)CCC.[C:24]([C:26]1[CH:31]=[CH:30][C:29]([N:32]([CH2:34][CH2:35]OS(C)(=O)=O)[CH3:33])=[CH:28][CH:27]=1)#[N:25], predict the reaction product. The product is: [F:6][CH2:35][CH2:34][N:32]([C:29]1[CH:30]=[CH:31][C:26]([C:24]#[N:25])=[CH:27][CH:28]=1)[CH3:33]. (4) Given the reactants [C:1]([C:4]1[CH:13]=[C:12]([O:14][CH3:15])[C:11]2[C:6](=[CH:7][CH:8]=[CH:9][CH:10]=2)C=1O)(=O)[CH3:2].C[O:18]C1C=C(C=C(OC)C=1OC)C=O.N1CC[CH2:34][CH2:33][CH2:32]1.N1C=CC=CC=1, predict the reaction product. The product is: [O:14]1[C:15]2[C:1](=[CH:2][CH:32]=[CH:33][CH:34]=2)[C:4](=[O:18])[CH2:13][CH:12]1[C:11]1[CH:10]=[CH:9][CH:8]=[CH:7][CH:6]=1. (5) Given the reactants ClC1N=[C:6]([N:8]2C=CC(C(F)(F)F)=N2)[C:5]([C:17]2[CH:18]=[C:19]([C:25](OC)=O)[C:20](OC)=[N:21][CH:22]=2)=CN=1.Cl[C:30]1[N:35]=[C:34]([N:36]2[C:40]([CH3:41])=[CH:39][C:38]([C:42]([F:45])([F:44])[F:43])=[N:37]2)[C:33]([C:46]2[CH:47]=[C:48]([C:54]([O:56][CH3:57])=[O:55])[C:49]([O:52][CH3:53])=[N:50][CH:51]=2)=[CH:32][N:31]=1.NC1C=C(C=C(C)C=1)C#N.C1(P(C2CCCCC2)C2C=CC=CC=2C2C(C(C)C)=CC(C(C)C)=CC=2C(C)C)CCCCC1.C(=O)([O-])[O-].[Na+].[Na+], predict the reaction product. The product is: [C:20]([C:19]1[CH:25]=[C:6]([NH:8][C:30]2[N:35]=[C:34]([N:36]3[C:40]([CH3:41])=[CH:39][C:38]([C:42]([F:44])([F:43])[F:45])=[N:37]3)[C:33]([C:46]3[CH:47]=[C:48]([C:54]([O:56][CH3:57])=[O:55])[C:49]([O:52][CH3:53])=[N:50][CH:51]=3)=[CH:32][N:31]=2)[CH:5]=[C:17]([CH3:22])[CH:18]=1)#[N:21]. (6) Given the reactants N.Cl.[CH3:3][N:4]([CH3:17])[CH2:5][CH:6]([CH3:16])[C:7]([C:9]1[CH:14]=[CH:13][CH:12]=[C:11]([OH:15])[CH:10]=1)=[O:8], predict the reaction product. The product is: [CH3:17][N:4]([CH3:3])[CH2:5][CH:6]([CH3:16])[C:7]([C:9]1[CH:14]=[CH:13][CH:12]=[C:11]([OH:15])[CH:10]=1)=[O:8].